This data is from Catalyst prediction with 721,799 reactions and 888 catalyst types from USPTO. The task is: Predict which catalyst facilitates the given reaction. Reactant: [CH3:1][CH2:2][O:3][C:4]1[N:12]([CH2:13][C:14]2[CH:19]=[CH:18][C:17]([C:20]3[C:25]([C:26]4[N:30](C(C5C=CC=CC=5)(C5C=CC=CC=5)C5C=CC=CC=5)[N:29]=[N:28][N:27]=4)=[CH:24][CH:23]=[CH:22][CH:21]=3)=[CH:16][CH:15]=2)[C:11]2[C:6](=[CH:7][CH:8]=[CH:9][C:10]=2[C:50]([O:52][CH:53]([O:55][C:56]([O:58][CH:59]2[CH2:64][CH2:63][CH2:62][CH2:61][CH2:60]2)=[O:57])[CH3:54])=[O:51])[N:5]=1.C1(C)C=CC=CC=1.CO. Product: [CH3:1][CH2:2][O:3][C:4]1[N:12]([CH2:13][C:14]2[CH:19]=[CH:18][C:17]([C:20]3[CH:21]=[CH:22][CH:23]=[CH:24][C:25]=3[C:26]3[N:27]=[N:28][NH:29][N:30]=3)=[CH:16][CH:15]=2)[C:11]2[C:10]([C:50]([O:52][CH:53]([O:55][C:56]([O:58][CH:59]3[CH2:60][CH2:61][CH2:62][CH2:63][CH2:64]3)=[O:57])[CH3:54])=[O:51])=[CH:9][CH:8]=[CH:7][C:6]=2[N:5]=1. The catalyst class is: 6.